Dataset: Retrosynthesis with 50K atom-mapped reactions and 10 reaction types from USPTO. Task: Predict the reactants needed to synthesize the given product. (1) Given the product Cc1cc(-c2cc(C(F)F)n3ncc(C#Cc4ccc(S(=O)(=O)N5CCN(C)CC5)s4)c3n2)ccc1Cl, predict the reactants needed to synthesize it. The reactants are: C#Cc1cnn2c(C(F)F)cc(-c3ccc(Cl)c(C)c3)nc12.CN1CCN(S(=O)(=O)c2ccc(Br)s2)CC1. (2) Given the product Cn1cc(-c2ccc(CC3CCN(C4CCC(=O)CC4)C3=O)c(Cl)c2)cn1, predict the reactants needed to synthesize it. The reactants are: Cn1cc(B2OC(C)(C)C(C)(C)O2)cn1.O=C1CCC(N2CCC(Cc3ccc(Br)cc3Cl)C2=O)CC1. (3) Given the product CCCC(C)(c1ccccc1)c1cc(OC(=O)CCCN2CCOCC2)c2c(c1)OC(C)(C)C1=C2CCC1, predict the reactants needed to synthesize it. The reactants are: CCCC(C)(c1ccccc1)c1cc(O)c2c(c1)OC(C)(C)C1=C2CCC1.O=C(O)CCCN1CCOCC1. (4) Given the product O=C1C=C(N(Cc2ccccc2)Cc2cnc(Cl)s2)CO1, predict the reactants needed to synthesize it. The reactants are: ClCc1cnc(Cl)s1.O=C1C=C(NCc2ccccc2)CO1. (5) Given the product CC(C)(C)OC(=O)N1CCN(c2cccc3c2OCCN3S(=O)(=O)c2cccc([N+](=O)[O-])c2)CC1, predict the reactants needed to synthesize it. The reactants are: CC(C)(C)OC(=O)N1CCN(c2cccc3c2OCCN3)CC1.O=[N+]([O-])c1cccc(S(=O)(=O)Cl)c1.